From a dataset of Retrosynthesis with 50K atom-mapped reactions and 10 reaction types from USPTO. Predict the reactants needed to synthesize the given product. Given the product COC(=O)CCCCCNC(=O)c1ccc(C=NN=C2C(=O)Nc3ccc(F)cc32)cc1, predict the reactants needed to synthesize it. The reactants are: COC(=O)CCCCCN.O=C1Nc2ccc(F)cc2C1=NN=Cc1ccc(C(=O)O)cc1.